From a dataset of Forward reaction prediction with 1.9M reactions from USPTO patents (1976-2016). Predict the product of the given reaction. (1) Given the reactants [NH:1]1[CH:5]=[CH:4][C:3]([C:6]2[CH:11]=[CH:10][N:9]=[C:8]([C:12]([F:15])([F:14])[F:13])[N:7]=2)=[N:2]1.[Br:16]Br, predict the reaction product. The product is: [Br:16][C:4]1[C:3]([C:6]2[CH:11]=[CH:10][N:9]=[C:8]([C:12]([F:15])([F:14])[F:13])[N:7]=2)=[N:2][NH:1][CH:5]=1. (2) Given the reactants CO[C:3](=O)[CH2:4][NH:5][C:6](=[O:37])[C:7]1[CH:12]=[C:11]([Cl:13])[C:10]([O:14][C:15]2[CH:20]=[CH:19][N:18]=[CH:17][C:16]=2[C:21]([N:23]2[C:32]3[C:27](=[CH:28][CH:29]=[CH:30][CH:31]=3)[N:26]([CH:33]3[CH2:35][CH2:34]3)[CH2:25][CH2:24]2)=[O:22])=[CH:9][C:8]=1[Cl:36].NCC[CH2:42][S:43]([OH:46])(=[O:45])=[O:44], predict the reaction product. The product is: [Cl:36][C:8]1[CH:9]=[C:10]([O:14][C:15]2[CH:20]=[CH:19][N:18]=[CH:17][C:16]=2[C:21]([N:23]2[C:32]3[C:27](=[CH:28][CH:29]=[CH:30][CH:31]=3)[N:26]([CH:33]3[CH2:34][CH2:35]3)[CH2:25][CH2:24]2)=[O:22])[C:11]([Cl:13])=[CH:12][C:7]=1[C:6]([NH:5][CH2:4][CH2:3][CH2:42][S:43]([OH:46])(=[O:45])=[O:44])=[O:37]. (3) Given the reactants C([N:3]([CH2:6][CH3:7])CC)C.CS(Cl)(=O)=O.[F:13][C:14]1[CH:15]=[CH:16][C:17]([O:22][CH2:23][O:24][CH3:25])=[C:18](CO)[CH:19]=1.[Cl-].[Na+], predict the reaction product. The product is: [F:13][C:14]1[CH:15]=[CH:16][C:17]([O:22][CH2:23][O:24][CH3:25])=[C:18]([CH2:7][C:6]#[N:3])[CH:19]=1. (4) Given the reactants [CH2:1]([C@H:8]1[N:13]([C:14]([C:16]2[N:17]=[CH:18][N:19]([C@@H:27]3[CH2:32][CH2:31][CH2:30][CH2:29][C@@H:28]3[OH:33])[C:20]=2[C:21]2[CH:26]=[CH:25][CH:24]=[CH:23][CH:22]=2)=[O:15])[CH2:12][CH2:11][N:10](C(OC(C)(C)C)=O)[CH2:9]1)[C:2]1[CH:7]=[CH:6][CH:5]=[CH:4][CH:3]=1.C(O)(C(F)(F)F)=O.C(=O)([O-])O.[Na+], predict the reaction product. The product is: [CH2:1]([C@@H:8]1[CH2:9][NH:10][CH2:11][CH2:12][N:13]1[C:14]([C:16]1[N:17]=[CH:18][N:19]([C@@H:27]2[CH2:32][CH2:31][CH2:30][CH2:29][C@@H:28]2[OH:33])[C:20]=1[C:21]1[CH:26]=[CH:25][CH:24]=[CH:23][CH:22]=1)=[O:15])[C:2]1[CH:7]=[CH:6][CH:5]=[CH:4][CH:3]=1. (5) Given the reactants Br[C:2]1[CH:7]=[CH:6][C:5]([C:8]2[N:12]([CH2:13][C@@H:14]3[CH2:18][CH2:17][N:16]([C:19]([CH:21]4[CH2:23][CH2:22]4)=[O:20])[CH2:15]3)[C:11]3[CH:24]=[CH:25][CH:26]=[C:27]([C:28]#[N:29])[C:10]=3[N:9]=2)=[CH:4][CH:3]=1.[NH:30]1[C:38]2[C:33](=[CH:34][CH:35]=[C:36](B(O)O)[CH:37]=2)[CH:32]=[CH:31]1.C(=O)([O-])[O-].[K+].[K+], predict the reaction product. The product is: [CH:21]1([C:19]([N:16]2[CH2:17][CH2:18][C@@H:14]([CH2:13][N:12]3[C:11]4[CH:24]=[CH:25][CH:26]=[C:27]([C:28]#[N:29])[C:10]=4[N:9]=[C:8]3[C:5]3[CH:6]=[CH:7][C:2]([C:36]4[CH:37]=[C:38]5[C:33]([CH:32]=[CH:31][NH:30]5)=[CH:34][CH:35]=4)=[CH:3][CH:4]=3)[CH2:15]2)=[O:20])[CH2:23][CH2:22]1. (6) Given the reactants O[CH2:2][C:3]1[N:7]([C:8]2[CH:9]=[C:10]([C:14]3[CH2:20][C:19](=[O:21])[NH:18][C:17]4[CH:22]=[C:23]([C:31]([F:34])([F:33])[F:32])[C:24]([N:26]([CH:28]([CH3:30])[CH3:29])[CH3:27])=[CH:25][C:16]=4[N:15]=3)[CH:11]=[CH:12][CH:13]=2)[N:6]=[N:5][CH:4]=1.S(Cl)(Cl)=O.[Cl-].[CH:40]1([NH2:43])[CH2:42][CH2:41]1, predict the reaction product. The product is: [CH:40]1([NH:43][CH2:2][C:3]2[N:7]([C:8]3[CH:9]=[C:10]([C:14]4[CH2:20][C:19](=[O:21])[NH:18][C:17]5[CH:22]=[C:23]([C:31]([F:34])([F:33])[F:32])[C:24]([N:26]([CH:28]([CH3:29])[CH3:30])[CH3:27])=[CH:25][C:16]=5[N:15]=4)[CH:11]=[CH:12][CH:13]=3)[N:6]=[N:5][CH:4]=2)[CH2:42][CH2:41]1. (7) Given the reactants [CH3:1][O:2][C:3](=[O:26])[C@H:4]([CH2:19][C:20]1[CH:25]=[CH:24][CH:23]=[CH:22][CH:21]=1)[N:5]=[C:6]([C:13]1[CH:18]=[CH:17][CH:16]=[CH:15][CH:14]=1)[C:7]1[CH:12]=[CH:11][CH:10]=[CH:9][CH:8]=1.[H-].[Na+].[CH2:29](I)[CH2:30][CH2:31][CH3:32], predict the reaction product. The product is: [CH3:1][O:2][C:3](=[O:26])[C@:4]([CH2:29][CH2:30][CH2:31][CH3:32])([CH2:19][C:20]1[CH:21]=[CH:22][CH:23]=[CH:24][CH:25]=1)[N:5]=[C:6]([C:13]1[CH:14]=[CH:15][CH:16]=[CH:17][CH:18]=1)[C:7]1[CH:12]=[CH:11][CH:10]=[CH:9][CH:8]=1. (8) Given the reactants O.[NH2:2][NH2:3].[NH:4]1[C:8]2[CH:9]=[CH:10][CH:11]=[C:12]([N:13]3[C:17]4=[N:18][CH:19]=[N:20][C:21](Cl)=[C:16]4[CH:15]=[N:14]3)[C:7]=2[N:6]=[CH:5]1, predict the reaction product. The product is: [NH:4]1[C:8]2[CH:9]=[CH:10][CH:11]=[C:12]([N:13]3[C:17]4=[N:18][CH:19]=[N:20][C:21]([NH:2][NH2:3])=[C:16]4[CH:15]=[N:14]3)[C:7]=2[N:6]=[CH:5]1. (9) Given the reactants [Br:1][C:2]1[CH:3]=[C:4]([CH:8]2[CH2:11][CH:10]([CH2:12][CH2:13][OH:14])[CH2:9]2)[CH:5]=[CH:6][CH:7]=1.[OH-].[Na+].[CH3:17]OS(OC)(=O)=O, predict the reaction product. The product is: [Br:1][C:2]1[CH:7]=[CH:6][CH:5]=[C:4]([CH:8]2[CH2:9][CH:10]([CH2:12][CH2:13][O:14][CH3:17])[CH2:11]2)[CH:3]=1. (10) Given the reactants [OH:1][CH2:2][CH:3]1[O:7][C:6](=[O:8])[N:5]([CH:9]([CH3:11])[CH3:10])[CH2:4]1.[CH:12]1(N)[CH2:17]CCC[CH2:13]1.C(N)(C)C, predict the reaction product. The product is: [CH:9]1([N:5]2[CH2:4][CH:3]([CH2:2][OH:1])[O:7][C:6]2=[O:8])[CH2:11][CH2:17][CH2:12][CH2:13][CH2:10]1.